From a dataset of Reaction yield outcomes from USPTO patents with 853,638 reactions. Predict the reaction yield, written as a fraction of the theoretical maximum amount of product (1.0 means a 100% yield; for example, 0.34 means a 34% yield). (1) The reactants are [F:1][C:2]([F:17])([F:16])[C:3]1[CH:4]=[C:5]([N:13]=[C:14]=[O:15])[CH:6]=[C:7]([C:9]([F:12])([F:11])[F:10])[CH:8]=1.[CH3:18][C:19]1[CH:24]=[CH:23][CH:22]=[C:21]([CH3:25])[C:20]=1[NH:26][C:27](=[O:48])[CH2:28][N:29]1[CH2:34][CH2:33][N:32]([C@@H:35]2[CH2:40][CH2:39][NH:38][C@@H:37]([CH2:41][C:42]3[CH:47]=[CH:46][CH:45]=[CH:44][CH:43]=3)[CH2:36]2)[CH2:31][CH2:30]1. The catalyst is C(Cl)Cl. The product is [F:1][C:2]([F:16])([F:17])[C:3]1[CH:4]=[C:5]([NH:13][C:14]([N:38]2[CH2:39][CH2:40][C@@H:35]([N:32]3[CH2:33][CH2:34][N:29]([CH2:28][C:27]([NH:26][C:20]4[C:21]([CH3:25])=[CH:22][CH:23]=[CH:24][C:19]=4[CH3:18])=[O:48])[CH2:30][CH2:31]3)[CH2:36][C@@H:37]2[CH2:41][C:42]2[CH:43]=[CH:44][CH:45]=[CH:46][CH:47]=2)=[O:15])[CH:6]=[C:7]([C:9]([F:12])([F:10])[F:11])[CH:8]=1. The yield is 0.400. (2) The reactants are [CH3:1][C:2]1[N:7]=[CH:6][C:5]([NH2:8])=[C:4]([NH2:9])[CH:3]=1.[CH3:10][C:11]1[CH:12]=[C:13]2[C:22]3[C:20]([CH:21]=1)=[CH:19][C:18]([CH3:23])=[CH:17][C:16]=3[C:15](=O)[C:14]2=O. The catalyst is C(O)(=O)C. The product is [CH3:10][C:11]1[CH:12]=[C:13]2[C:14]3[C:15](=[N:8][C:5]4[CH:6]=[N:7][C:2]([CH3:1])=[CH:3][C:4]=4[N:9]=3)[C:16]3[CH:17]=[C:18]([CH3:23])[CH:19]=[C:20]([CH:21]=1)[C:22]2=3. The yield is 0.680.